Dataset: Forward reaction prediction with 1.9M reactions from USPTO patents (1976-2016). Task: Predict the product of the given reaction. (1) Given the reactants [CH:1]1([CH2:6][CH:7]([N:11]2[C:16](=[O:17])[CH:15]=[C:14]([O:18][C:19]3[CH:24]=[C:23]([CH3:25])[CH:22]=[CH:21][C:20]=3[F:26])[CH:13]=[N:12]2)[C:8](O)=[O:9])[CH2:5][CH2:4][CH2:3][CH2:2]1.[CH3:27][C:28]1([CH3:40])[O:32][C@H:31]([CH2:33][N:34]2[CH:38]=[CH:37][C:36]([NH2:39])=[N:35]2)[CH2:30][O:29]1, predict the reaction product. The product is: [CH:1]1([CH2:6][CH:7]([N:11]2[C:16](=[O:17])[CH:15]=[C:14]([O:18][C:19]3[CH:24]=[C:23]([CH3:25])[CH:22]=[CH:21][C:20]=3[F:26])[CH:13]=[N:12]2)[C:8]([NH:39][C:36]2[CH:37]=[CH:38][N:34]([CH2:33][C@@H:31]3[CH2:30][O:29][C:28]([CH3:40])([CH3:27])[O:32]3)[N:35]=2)=[O:9])[CH2:5][CH2:4][CH2:3][CH2:2]1. (2) Given the reactants [N:1]1[C:10]2[C:5](=[CH:6][C:7]([C:11]([NH2:13])=O)=[CH:8][CH:9]=2)[CH:4]=[CH:3][CH:2]=1.C(Cl)(Cl)Cl.FC(F)(F)C(OC(=O)C(F)(F)F)=O.C(=O)(O)[O-].[Na+], predict the reaction product. The product is: [N:1]1[C:10]2[C:5](=[CH:6][C:7]([C:11]#[N:13])=[CH:8][CH:9]=2)[CH:4]=[CH:3][CH:2]=1.